Dataset: Catalyst prediction with 721,799 reactions and 888 catalyst types from USPTO. Task: Predict which catalyst facilitates the given reaction. Reactant: [C:9](O[C:9]([O:11][C:12]([CH3:15])([CH3:14])[CH3:13])=[O:10])([O:11][C:12]([CH3:15])([CH3:14])[CH3:13])=[O:10].[I:16][C:17]1[C:25]2[C:20](=[N:21][CH:22]=[N:23][C:24]=2[NH2:26])[N:19]([CH:27]2[CH2:33][O:32][CH2:31][CH2:30][NH:29][CH2:28]2)[N:18]=1.C(=O)([O-])[O-].[Na+].[Na+].ClCCl. Product: [NH2:26][C:24]1[N:23]=[CH:22][N:21]=[C:20]2[N:19]([CH:27]3[CH2:33][O:32][CH2:31][CH2:30][N:29]([C:9]([O:11][C:12]([CH3:13])([CH3:14])[CH3:15])=[O:10])[CH2:28]3)[N:18]=[C:17]([I:16])[C:25]=12. The catalyst class is: 38.